Predict the reaction yield, written as a fraction of the theoretical maximum amount of product (1.0 means a 100% yield; for example, 0.34 means a 34% yield). From a dataset of Reaction yield outcomes from USPTO patents with 853,638 reactions. The product is [CH2:23]([C:6]1[N:5]2[N:26]=[CH:27][CH:28]=[C:4]2[N:3]([CH:29]2[CH2:30][CH2:31][O:32][CH2:33][CH2:34]2)[C:2](=[O:1])[C:7]=1[CH2:8][C:9]1[CH:14]=[CH:13][C:12]([C:15]2[CH:20]=[CH:19][CH:18]=[CH:17][C:16]=2[C:21]2[NH:47][N:46]=[N:45][N:22]=2)=[CH:11][CH:10]=1)[CH2:24][CH3:25]. The catalyst is C(OCC)(=O)C. The yield is 0.460. The reactants are [O:1]=[C:2]1[C:7]([CH2:8][C:9]2[CH:14]=[CH:13][C:12]([C:15]3[C:16]([C:21]#[N:22])=[CH:17][CH:18]=[CH:19][CH:20]=3)=[CH:11][CH:10]=2)=[C:6]([CH2:23][CH2:24][CH3:25])[N:5]2[N:26]=[CH:27][CH:28]=[C:4]2[N:3]1[CH:29]1[CH2:34][CH2:33][O:32][CH2:31][CH2:30]1.C([Sn](=O)CCCC)CCC.[N:45]([Si](C)(C)C)=[N+:46]=[N-:47].C1(C)C=CC=CC=1.